The task is: Predict which catalyst facilitates the given reaction.. This data is from Catalyst prediction with 721,799 reactions and 888 catalyst types from USPTO. (1) Reactant: [F:1][C:2]([F:34])([F:33])[C:3]([C:12]1[CH:29]=[CH:28][C:15]([O:16][C:17]2[CH:18]=[C:19]([C:24](I)=[CH:25][N:26]=2)[C:20]([O:22][CH3:23])=[O:21])=[C:14]([CH2:30][CH2:31][CH3:32])[CH:13]=1)([O:8][CH2:9][O:10][CH3:11])[C:4]([F:7])([F:6])[F:5]. Product: [F:34][C:2]([F:1])([F:33])[C:3]([C:12]1[CH:29]=[CH:28][C:15]([O:16][C:17]2[CH:18]=[C:19]([CH:24]=[CH:25][N:26]=2)[C:20]([O:22][CH3:23])=[O:21])=[C:14]([CH2:30][CH2:31][CH3:32])[CH:13]=1)([O:8][CH2:9][O:10][CH3:11])[C:4]([F:7])([F:6])[F:5]. The catalyst class is: 129. (2) Reactant: [CH3:1][O:2][C:3](=[O:25])[CH:4]([C:10]1[CH:15]=[CH:14][C:13]([N+:16]([O-])=O)=[C:12]([O:19][CH2:20][C:21]([F:24])([F:23])[F:22])[CH:11]=1)[CH2:5][CH:6]1[CH2:9][CH2:8][CH2:7]1. Product: [CH3:1][O:2][C:3](=[O:25])[CH:4]([C:10]1[CH:15]=[CH:14][C:13]([NH2:16])=[C:12]([O:19][CH2:20][C:21]([F:24])([F:23])[F:22])[CH:11]=1)[CH2:5][CH:6]1[CH2:7][CH2:8][CH2:9]1. The catalyst class is: 50.